Task: Predict the product of the given reaction.. Dataset: Forward reaction prediction with 1.9M reactions from USPTO patents (1976-2016) (1) Given the reactants [CH:1]1([N:4]([CH:18]2[CH2:23][CH2:22][NH:21][CH2:20][CH2:19]2)[C:5](=[O:17])[C:6]2[CH:11]=[CH:10][C:9]([C:12]3[O:16][CH:15]=[N:14][CH:13]=3)=[CH:8][CH:7]=2)[CH2:3][CH2:2]1.Cl[C:25]1[O:29][N:28]=[C:27]([C:30]2[CH:35]=[CH:34][C:33]([O:36][CH3:37])=[CH:32][CH:31]=2)[N:26]=1, predict the reaction product. The product is: [CH:1]1([N:4]([CH:18]2[CH2:23][CH2:22][N:21]([C:25]3[O:29][N:28]=[C:27]([C:30]4[CH:35]=[CH:34][C:33]([O:36][CH3:37])=[CH:32][CH:31]=4)[N:26]=3)[CH2:20][CH2:19]2)[C:5](=[O:17])[C:6]2[CH:7]=[CH:8][C:9]([C:12]3[O:16][CH:15]=[N:14][CH:13]=3)=[CH:10][CH:11]=2)[CH2:3][CH2:2]1. (2) Given the reactants [NH3:1].[C:2]([C:4]1[CH:35]=[CH:34][C:7]([C:8]([NH:10][C:11]2[C:16]([CH3:17])=[CH:15][C:14]([C:18]([F:30])([C:26]([F:29])([F:28])[F:27])[C:19]([F:25])([F:24])[C:20]([F:23])([F:22])[F:21])=[CH:13][C:12]=2[CH2:31][O:32][CH3:33])=[O:9])=[CH:6][C:5]=1F)#[N:3], predict the reaction product. The product is: [NH2:1][C:5]1[CH:6]=[C:7]([CH:34]=[CH:35][C:4]=1[C:2]#[N:3])[C:8]([NH:10][C:11]1[C:16]([CH3:17])=[CH:15][C:14]([C:18]([F:30])([C:26]([F:29])([F:28])[F:27])[C:19]([F:24])([F:25])[C:20]([F:23])([F:22])[F:21])=[CH:13][C:12]=1[CH2:31][O:32][CH3:33])=[O:9]. (3) Given the reactants [NH:1]1[CH2:5][CH2:4][C@H:3]([OH:6])[CH2:2]1.[C:7](O[C:7]([O:9][C:10]([CH3:13])([CH3:12])[CH3:11])=[O:8])([O:9][C:10]([CH3:13])([CH3:12])[CH3:11])=[O:8].C(N(CC)CC)C, predict the reaction product. The product is: [C:10]([O:9][C:7]([N:1]1[CH2:5][CH2:4][C@H:3]([OH:6])[CH2:2]1)=[O:8])([CH3:13])([CH3:12])[CH3:11]. (4) Given the reactants [CH2:1]1[O:9][C:8]2[C:3](=[C:4]([NH:10][C:11](=[O:35])[CH2:12][N:13]3[CH:17]=[C:16]([O:18][C:19]4[C:28]5[C:23](=[CH:24][C:25]([O:33][CH3:34])=[C:26]([O:29][CH2:30][CH2:31]Cl)[CH:27]=5)[N:22]=[CH:21][N:20]=4)[CH:15]=[N:14]3)[CH:5]=[CH:6][CH:7]=2)[O:2]1.[NH:36]1[CH2:40][CH2:39][CH2:38][CH2:37]1.C(=O)([O-])[O-].[K+].[K+].[I-].[K+], predict the reaction product. The product is: [CH2:1]1[O:9][C:8]2[C:3](=[C:4]([NH:10][C:11](=[O:35])[CH2:12][N:13]3[CH:17]=[C:16]([O:18][C:19]4[C:28]5[C:23](=[CH:24][C:25]([O:33][CH3:34])=[C:26]([O:29][CH2:30][CH2:31][N:36]6[CH2:40][CH2:39][CH2:38][CH2:37]6)[CH:27]=5)[N:22]=[CH:21][N:20]=4)[CH:15]=[N:14]3)[CH:5]=[CH:6][CH:7]=2)[O:2]1. (5) Given the reactants [O:1]=[S:2]1(=[O:32])[C:7]2[CH:8]=[CH:9][CH:10]=[CH:11][C:6]=2[NH:5][C:4]([C:12]2[C:13](=[O:31])[N:14]([N:23]=[C:24]([CH:28]([CH3:30])[CH3:29])[CH2:25][CH2:26][CH3:27])[C:15]3[C:20]([C:21]=2[OH:22])=[CH:19][CH:18]=[CH:17][CH:16]=3)=[N:3]1.CO.[BH4-].[Li+].Cl, predict the reaction product. The product is: [O:32]=[S:2]1(=[O:1])[C:7]2[CH:8]=[CH:9][CH:10]=[CH:11][C:6]=2[NH:5][C:4]([C:12]2[C:13](=[O:31])[N:14]([NH:23][CH:24]([CH:28]([CH3:29])[CH3:30])[CH2:25][CH2:26][CH3:27])[C:15]3[C:20]([C:21]=2[OH:22])=[CH:19][CH:18]=[CH:17][CH:16]=3)=[N:3]1. (6) Given the reactants [CH2:1]([O:8][C:9]([N:11]([CH2:16][C:17]1[CH:22]=[CH:21][CH:20]=[C:19]([Br:23])[N:18]=1)[CH2:12][C:13]([OH:15])=O)=[O:10])[C:2]1[CH:7]=[CH:6][CH:5]=[CH:4][CH:3]=1.[NH2:24][CH2:25][CH2:26][OH:27].C1C=CC2N(O)N=NC=2C=1.C1N=CN(C(N2C=NC=C2)=O)C=1.[N-]=C=O.C(O)C(N)(CO)CO, predict the reaction product. The product is: [CH2:1]([O:8][C:9](=[O:10])[N:11]([CH2:16][C:17]1[CH:22]=[CH:21][CH:20]=[C:19]([Br:23])[N:18]=1)[CH2:12][C:13]([NH:24][CH2:25][CH2:26][OH:27])=[O:15])[C:2]1[CH:3]=[CH:4][CH:5]=[CH:6][CH:7]=1. (7) Given the reactants C(O[C:6](=O)[NH:7][CH2:8][C@@H:9]1C[C@H:10]1[C:12]1[CH:17]=[CH:16][C:15]([C:18]2[CH:23]=[CH:22][C:21]([Cl:24])=[CH:20][CH:19]=2)=[CH:14][CH:13]=1)(C)(C)C.Cl.O1CCOCC1, predict the reaction product. The product is: [ClH:24].[Cl:24][C:21]1[CH:20]=[CH:19][C:18]([C:15]2[CH:16]=[CH:17][C:12]([C@@H:10]3[CH2:9][C@H:8]3[NH:7][CH3:6])=[CH:13][CH:14]=2)=[CH:23][CH:22]=1.